From a dataset of Experimentally validated miRNA-target interactions with 360,000+ pairs, plus equal number of negative samples. Binary Classification. Given a miRNA mature sequence and a target amino acid sequence, predict their likelihood of interaction. (1) The miRNA is mmu-miR-1943-5p with sequence AAGGGAGGAUCUGGGCACCUGGA. The protein sequence of the target gene is MNRYTTMRQLGDGTYGSVLMGKSNESGELVAIKRMKRKFYSWDECMNLREVKSLKKLNHANVIKLKEVIRENDHLYFIFEYMKENLYQLMKDRNKLFPESVIRNIMYQILQGLAFIHKHGFFHRDMKPENLLCMGPELVKIADFGLARELRSQPPYTDYVSTRWYRAPEVLLRSSVYSSPIDVWAVGSIMAELYMLRPLFPGTSEVDEIFKICQVLGTPKKSDWPEGYQLASSMNFRFPQCVPINLKTLIPNASNEAIQLMTEMLNWDPKKRPTASQALKHPYFQVGQVLGPSSNHLESK.... Result: 0 (no interaction). (2) The miRNA is hsa-miR-3189-5p with sequence UGCCCCAUCUGUGCCCUGGGUAGGA. The protein sequence of the target gene is MRGSPGDAERRQRWGRLFEELDSNKDGRVDVHELRQGLARLGGGNPDPGAQQGISSEGDADPDGGLDLEEFSRYLQEREQRLLLMFHSLDRNQDGHIDVSEIQQSFRALGISISLEQAEKILHSMDRDGTMTIDWQEWRDHFLLHSLENVEDVLYFWKHSTVLDIGECLTVPDEFSKQEKLTGMWWKQLVAGAVAGAVSRTGTAPLDRLKVFMQVHASKTNRLNILGGLRSMVLEGGIRSLWRGNGINVLKIAPESAIKFMAYEQIKRAILGQQETLHVQERFVAGSLAGATAQTIIYPM.... Result: 0 (no interaction).